The task is: Predict the reaction yield, written as a fraction of the theoretical maximum amount of product (1.0 means a 100% yield; for example, 0.34 means a 34% yield).. This data is from Reaction yield outcomes from USPTO patents with 853,638 reactions. The reactants are [C:1]([C:4]1[N:8]([CH:9]2[CH2:14][CH2:13][O:12][CH2:11][CH2:10]2)[C:7]([CH3:15])=[N:6][CH:5]=1)(=[O:3])[CH3:2]. The catalyst is CN(C(OC)OC)C.CN(C=O)C. The product is [CH3:7][N:8]([CH3:9])/[CH:4]=[CH:2]/[C:1]([C:4]1[N:8]([CH:9]2[CH2:14][CH2:13][O:12][CH2:11][CH2:10]2)[C:7]([CH3:15])=[N:6][CH:5]=1)=[O:3]. The yield is 0.820.